This data is from CYP3A4 inhibition data for predicting drug metabolism from PubChem BioAssay. The task is: Regression/Classification. Given a drug SMILES string, predict its absorption, distribution, metabolism, or excretion properties. Task type varies by dataset: regression for continuous measurements (e.g., permeability, clearance, half-life) or binary classification for categorical outcomes (e.g., BBB penetration, CYP inhibition). Dataset: cyp3a4_veith. (1) The compound is Cc1ccccc1NC(=O)N1C2CCC1CC(O)(c1cccnc1)C2. The result is 0 (non-inhibitor). (2) The molecule is CCc1nc(SCC(=O)NCCc2ccccc2)c2oc3ccccc3c2n1. The result is 1 (inhibitor).